From a dataset of Full USPTO retrosynthesis dataset with 1.9M reactions from patents (1976-2016). Predict the reactants needed to synthesize the given product. (1) Given the product [CH3:17][O:18][C:19]1[CH:24]=[C:23]([O:25][CH3:26])[CH:22]=[CH:21][C:20]=1[C:14]1[CH:13]=[N:12][C:11]2=[C:7]([N:4]3[CH2:5][CH2:6][O:1][CH2:2][CH2:3]3)[S:8][N:9]=[C:10]2[CH:15]=1, predict the reactants needed to synthesize it. The reactants are: [O:1]1[CH2:6][CH2:5][N:4]([C:7]2[S:8][N:9]=[C:10]3[CH:15]=[C:14](Br)[CH:13]=[N:12][C:11]=23)[CH2:3][CH2:2]1.[CH3:17][O:18][C:19]1[CH:24]=[C:23]([O:25][CH3:26])[CH:22]=[CH:21][C:20]=1B(O)O.C([O-])([O-])=O.[K+].[K+]. (2) Given the product [CH3:22][O:21][C:13]1[CH:12]=[C:11]([C:10]2[N:2]=[C:1]([OH:26])[C:3]3[C:4](=[CH:5][CH:6]=[CH:7][CH:8]=3)[N:9]=2)[CH:16]=[C:15]([O:17][CH3:18])[C:14]=1[O:19][CH3:20], predict the reactants needed to synthesize it. The reactants are: [C:1]([C:3]1[CH:8]=[CH:7][CH:6]=[CH:5][C:4]=1[NH:9][C:10](=O)[C:11]1[CH:16]=[C:15]([O:17][CH3:18])[C:14]([O:19][CH3:20])=[C:13]([O:21][CH3:22])[CH:12]=1)#[N:2].C([OH:26])C. (3) Given the product [C:1]1([C:7]2[CH:8]=[C:9]([C:22]([NH2:24])=[O:23])[C:10]3[CH:11]=[N:12][N:13]([CH:16]4[CH2:21][CH2:20][CH2:19][N:18]([S:38]([C:32]5[CH:37]=[CH:36][CH:35]=[CH:34][CH:33]=5)(=[O:40])=[O:39])[CH2:17]4)[C:14]=3[CH:15]=2)[CH:2]=[CH:3][CH:4]=[CH:5][CH:6]=1, predict the reactants needed to synthesize it. The reactants are: [C:1]1([C:7]2[CH:8]=[C:9]([C:22]([NH2:24])=[O:23])[C:10]3[CH:11]=[N:12][N:13]([CH:16]4[CH2:21][CH2:20][CH2:19][NH:18][CH2:17]4)[C:14]=3[CH:15]=2)[CH:6]=[CH:5][CH:4]=[CH:3][CH:2]=1.C(N(CC)CC)C.[C:32]1([S:38](Cl)(=[O:40])=[O:39])[CH:37]=[CH:36][CH:35]=[CH:34][CH:33]=1. (4) Given the product [CH3:5][C:4]([N+:1]([O-:3])=[O:2])([CH3:6])[CH2:9][CH2:8][C:7]([O:11][CH3:12])=[O:10], predict the reactants needed to synthesize it. The reactants are: [N+:1]([CH:4]([CH3:6])[CH3:5])([O-:3])=[O:2].[C:7]([O:11][CH3:12])(=[O:10])[CH:8]=[CH2:9].Cl.O. (5) Given the product [Cl:24][C:25]1[CH:26]=[C:27]([CH:30]=[CH:31][C:32]=1[Cl:33])[CH2:28][O:29][C:3]1[N:8]=[C:7]([C:9]2[CH:14]=[CH:13][C:12]([Cl:15])=[CH:11][CH:10]=2)[C:6]([C:16]2[CH:21]=[CH:20][C:19]([Cl:22])=[CH:18][C:17]=2[Cl:23])=[CH:5][N:4]=1, predict the reactants needed to synthesize it. The reactants are: CS[C:3]1[N:8]=[C:7]([C:9]2[CH:14]=[CH:13][C:12]([Cl:15])=[CH:11][CH:10]=2)[C:6]([C:16]2[CH:21]=[CH:20][C:19]([Cl:22])=[CH:18][C:17]=2[Cl:23])=[CH:5][N:4]=1.[Cl:24][C:25]1[CH:26]=[C:27]([CH:30]=[CH:31][C:32]=1[Cl:33])[CH2:28][OH:29]. (6) Given the product [Si:1]([O:8][CH2:9][C:10]1[N:14]2[CH2:15][C:16]3([C:18]4[CH:23]=[CH:22][C:21]([Cl:24])=[CH:20][CH:19]=4)[NH:31][CH2:28][CH2:29][N:30]3[C:25](=[O:26])[C:13]2=[CH:12][CH:11]=1)([C:4]([CH3:6])([CH3:5])[CH3:7])([CH3:2])[CH3:3], predict the reactants needed to synthesize it. The reactants are: [Si:1]([O:8][CH2:9][C:10]1[N:14]([CH2:15][C:16]([C:18]2[CH:23]=[CH:22][C:21]([Cl:24])=[CH:20][CH:19]=2)=O)[C:13]([C:25](O)=[O:26])=[CH:12][CH:11]=1)([C:4]([CH3:7])([CH3:6])[CH3:5])([CH3:3])[CH3:2].[CH2:28]([NH2:31])[CH2:29][NH2:30].C(Cl)Cl.O. (7) Given the product [CH2:23]([O:25][C:26](=[O:32])[CH2:27][C:28]1[N:15]=[C:11]2[CH:12]=[CH:13][CH:14]=[C:9]([C:7](=[O:8])[NH:6][CH2:5][CH:4]([C:16]3[CH:17]=[CH:18][CH:19]=[CH:20][CH:21]=3)[CH2:3][CH:2]([CH3:22])[CH3:1])[N:10]2[CH:29]=1)[CH3:24], predict the reactants needed to synthesize it. The reactants are: [CH3:1][CH:2]([CH3:22])[CH2:3][CH:4]([C:16]1[CH:21]=[CH:20][CH:19]=[CH:18][CH:17]=1)[CH2:5][NH:6][C:7]([C:9]1[CH:14]=[CH:13][CH:12]=[C:11]([NH2:15])[N:10]=1)=[O:8].[CH2:23]([O:25][C:26](=[O:32])[CH2:27][C:28](=O)[CH2:29]Cl)[CH3:24]. (8) Given the product [Br:1][CH2:2][CH:3]([OH:9])[CH2:4][C:5]([O:7][CH3:8])=[O:6].[Br:1][CH2:2][C:3](=[O:9])[CH2:4][C:5]([O:7][CH3:8])=[O:6], predict the reactants needed to synthesize it. The reactants are: [Br:1][CH2:2][C:3](=[O:9])[CH2:4][C:5]([O:7][CH3:8])=[O:6].C1C=[N+]([C@@H]2O[C@H](COP(OP(OC[C@H]3O[C@@H](N4C5N=CN=C(N)C=5N=C4)[C@H](OP(O)(O)=O)[C@@H]3O)(O)=O)(O)=O)[C@@H](O)[C@H]2O)C=C(C(N)=O)C=1.O=C[C@@H]([C@H]([C@@H]([C@@H](CO)O)O)O)O.P([O-])([O-])([O-])=O.C(=O)([O-])[O-].[Na+].[Na+].